Dataset: Full USPTO retrosynthesis dataset with 1.9M reactions from patents (1976-2016). Task: Predict the reactants needed to synthesize the given product. (1) Given the product [CH2:22]([O:29][C:30](=[O:40])[CH2:31][C:32]1([C:37]([NH:82][CH:68]([CH2:69][C:70]2[CH:75]=[CH:74][C:73]([C:76]3[CH:81]=[CH:80][CH:79]=[CH:78][CH:77]=3)=[CH:72][CH:71]=2)[CH2:67][C:66]([O:65][C:61]([CH3:64])([CH3:62])[CH3:63])=[O:83])=[O:39])[CH2:33][CH2:34][CH2:35][CH2:36]1)[C:23]1[CH:24]=[CH:25][CH:26]=[CH:27][CH:28]=1, predict the reactants needed to synthesize it. The reactants are: CCN=C=NCCCN(C)C.ON1C2N=CC=CC=2N=N1.[CH2:22]([O:29][C:30](=[O:40])[CH2:31][C:32]1([C:37]([OH:39])=O)[CH2:36][CH2:35][CH2:34][CH2:33]1)[C:23]1[CH:28]=[CH:27][CH:26]=[CH:25][CH:24]=1.C(OC(C1(CC(O)=O)CCCC1)=O)C1C=CC=CC=1.Cl.[C:61]([O:65][C:66](=[O:83])[CH2:67][CH:68]([NH2:82])[CH2:69][C:70]1[CH:75]=[CH:74][C:73]([C:76]2[CH:81]=[CH:80][CH:79]=[CH:78][CH:77]=2)=[CH:72][CH:71]=1)([CH3:64])([CH3:63])[CH3:62].CCN(C(C)C)C(C)C. (2) Given the product [CH3:3][C:4]1[C:9]([CH2:10][S+:11]([O-:21])[C:12]2[N-:13][C:14]3[CH:15]=[CH:16][CH:17]=[CH:18][C:19]=3[N:20]=2)=[N:8][CH:7]=[CH:6][C:5]=1[O:22][CH2:23][CH2:24][CH2:25][O:26][CH3:27].[Na+:2], predict the reactants needed to synthesize it. The reactants are: [OH-].[Na+:2].[CH3:3][C:4]1[C:9]([CH2:10][S+:11]([O-:21])[C:12]2[NH:13][C:14]3[CH:15]=[CH:16][CH:17]=[CH:18][C:19]=3[N:20]=2)=[N:8][CH:7]=[CH:6][C:5]=1[O:22][CH2:23][CH2:24][CH2:25][O:26][CH3:27]. (3) Given the product [C:1]1([CH2:7][CH2:8][CH2:9][CH2:10][C:11]([NH:13][C:14]2[CH:23]=[CH:22][C:17]([C:18]([NH:25][NH2:26])=[O:19])=[CH:16][CH:15]=2)=[O:12])[CH:6]=[CH:5][CH:4]=[CH:3][CH:2]=1, predict the reactants needed to synthesize it. The reactants are: [C:1]1([CH2:7][CH2:8][CH2:9][CH2:10][C:11]([NH:13][C:14]2[CH:23]=[CH:22][C:17]([C:18](OC)=[O:19])=[CH:16][CH:15]=2)=[O:12])[CH:6]=[CH:5][CH:4]=[CH:3][CH:2]=1.O.[NH2:25][NH2:26]. (4) Given the product [C:28]([C:31]1[C:35]2[CH2:36][N:37]([C:20]([NH:5][C:4]3[CH:3]=[C:2]([CH3:1])[CH:8]=[CH:7][CH:6]=3)=[O:26])[CH2:38][CH2:39][C:34]=2[NH:33][N:32]=1)([CH3:30])=[CH2:29], predict the reactants needed to synthesize it. The reactants are: [CH3:1][C:2]1[CH:3]=[C:4]([CH:6]=[CH:7][CH:8]=1)[NH2:5].CCN(CC)CC.ClC(Cl)(O[C:20](=[O:26])OC(Cl)(Cl)Cl)Cl.[C:28]([C:31]1[C:35]2[CH2:36][NH:37][CH2:38][CH2:39][C:34]=2[NH:33][N:32]=1)([CH3:30])=[CH2:29]. (5) Given the product [Br:1][C:2]1[C:3]([CH3:11])=[N:4][N:5]2[CH2:9][CH2:8][CH2:7][C:6]=12, predict the reactants needed to synthesize it. The reactants are: [Br:1][C:2]1[C:3]([CH3:11])=[N:4][NH:5][C:6]=1[CH2:7][CH2:8][CH2:9]Cl.[OH-].[K+].